From a dataset of TCR-epitope binding with 47,182 pairs between 192 epitopes and 23,139 TCRs. Binary Classification. Given a T-cell receptor sequence (or CDR3 region) and an epitope sequence, predict whether binding occurs between them. (1) The epitope is RILGAGCFV. The TCR CDR3 sequence is CASSSDRGMNTEAFF. Result: 1 (the TCR binds to the epitope). (2) The epitope is RLDKVEAEV. The TCR CDR3 sequence is CASIYEAGGYNEQFF. Result: 1 (the TCR binds to the epitope). (3) The epitope is SLFNTVATLY. The TCR CDR3 sequence is CASSPYSGSYEQYF. Result: 0 (the TCR does not bind to the epitope). (4) The epitope is ELAGIGILTV. The TCR CDR3 sequence is CASSYSMGSNQPQHF. Result: 1 (the TCR binds to the epitope). (5) The epitope is MPASWVMRI. The TCR CDR3 sequence is CASSLILAPSSYNEQFF. Result: 1 (the TCR binds to the epitope). (6) The epitope is WICLLQFAY. Result: 1 (the TCR binds to the epitope). The TCR CDR3 sequence is CASTPGVEIDTQYF. (7) The epitope is ALSKGVHFV. The TCR CDR3 sequence is CASSQDRGLMNTEAFF. Result: 1 (the TCR binds to the epitope).